From a dataset of TCR-epitope binding with 47,182 pairs between 192 epitopes and 23,139 TCRs. Binary Classification. Given a T-cell receptor sequence (or CDR3 region) and an epitope sequence, predict whether binding occurs between them. (1) The epitope is SGPLKAEIAQRLED. The TCR CDR3 sequence is CASSQVGADTEAFF. Result: 0 (the TCR does not bind to the epitope). (2) The epitope is VVYRGTTTY. The TCR CDR3 sequence is CASSLELGLVGDTQYF. Result: 1 (the TCR binds to the epitope). (3) The epitope is YIFFASFYY. The TCR CDR3 sequence is CAISESSIGNQPQHF. Result: 0 (the TCR does not bind to the epitope). (4) The epitope is NLVPMVATV. The TCR CDR3 sequence is CASSPGQGGDEQYF. Result: 1 (the TCR binds to the epitope). (5) The epitope is FPRPWLHGL. The TCR CDR3 sequence is CAGSSRQNTEAFF. Result: 0 (the TCR does not bind to the epitope). (6) The epitope is IYSKHTPINL. The TCR CDR3 sequence is CASSKGQANTGELFF. Result: 1 (the TCR binds to the epitope). (7) The epitope is NLVPMVATV. The TCR CDR3 sequence is CASSEDGMNTEAFF. Result: 1 (the TCR binds to the epitope).